This data is from NCI-60 drug combinations with 297,098 pairs across 59 cell lines. The task is: Regression. Given two drug SMILES strings and cell line genomic features, predict the synergy score measuring deviation from expected non-interaction effect. Drug 1: C1=CC(=CC=C1CCCC(=O)O)N(CCCl)CCCl. Drug 2: COC1=NC(=NC2=C1N=CN2C3C(C(C(O3)CO)O)O)N. Cell line: TK-10. Synergy scores: CSS=4.51, Synergy_ZIP=-1.97, Synergy_Bliss=1.90, Synergy_Loewe=-5.17, Synergy_HSA=-1.42.